From a dataset of Forward reaction prediction with 1.9M reactions from USPTO patents (1976-2016). Predict the product of the given reaction. (1) Given the reactants [Cl:1][C:2]1[CH:3]=[C:4]([S:8]([NH:11][C:12]2[C:17]([C:18]3[CH:23]=[CH:22][C:21]([CH2:24]Cl)=[CH:20][CH:19]=3)=[N:16][CH:15]=[CH:14][N:13]=2)(=[O:10])=[O:9])[CH:5]=[CH:6][CH:7]=1.[CH3:26][NH:27][C:28]1[CH:33]=[CH:32][C:31]([O:34][C:35]([F:38])([F:37])[F:36])=[CH:30][CH:29]=1, predict the reaction product. The product is: [Cl:1][C:2]1[CH:3]=[C:4]([S:8]([NH:11][C:12]2[C:17]([C:18]3[CH:19]=[CH:20][C:21]([CH2:24][N:27]([CH3:26])[C:28]4[CH:33]=[CH:32][C:31]([O:34][C:35]([F:36])([F:37])[F:38])=[CH:30][CH:29]=4)=[CH:22][CH:23]=3)=[N:16][CH:15]=[CH:14][N:13]=2)(=[O:10])=[O:9])[CH:5]=[CH:6][CH:7]=1. (2) Given the reactants [C:1](Cl)(=[O:11])[CH2:2][CH2:3][CH2:4][CH2:5][CH2:6][CH2:7][CH2:8][CH2:9][CH3:10].[CH2:13]([O:20][C:21]1[CH:22]=[C:23]([CH:37]=[CH:38][CH:39]=1)[C:24]([NH:26][C:27]1[CH:32]=[CH:31][CH:30]=[CH:29][C:28]=1[S:33](=[O:36])(=[O:35])[NH2:34])=[O:25])[CH2:14][CH2:15][CH2:16][CH2:17][CH2:18][CH3:19], predict the reaction product. The product is: [CH2:13]([O:20][C:21]1[CH:22]=[C:23]([CH:37]=[CH:38][CH:39]=1)[C:24]([NH:26][C:27]1[CH:32]=[CH:31][CH:30]=[CH:29][C:28]=1[S:33]([NH:34][C:1](=[O:11])[CH2:2][CH2:3][CH2:4][CH2:5][CH2:6][CH2:7][CH2:8][CH2:9][CH3:10])(=[O:36])=[O:35])=[O:25])[CH2:14][CH2:15][CH2:16][CH2:17][CH2:18][CH3:19]. (3) Given the reactants N(OC(C)(C)C)=O.N[C:9]1[N:13]([CH2:14][CH:15]([CH3:17])[CH3:16])[C:12]([CH2:18][CH2:19][CH2:20][CH3:21])=[N:11][C:10]=1[C:22]#[N:23].C(Br)(Br)[Br:25], predict the reaction product. The product is: [Br:25][C:9]1[N:13]([CH2:14][CH:15]([CH3:17])[CH3:16])[C:12]([CH2:18][CH2:19][CH2:20][CH3:21])=[N:11][C:10]=1[C:22]#[N:23]. (4) Given the reactants [Cl:1][C:2]1[C:7]([CH3:8])=[CH:6][C:5]([N+:9]([O-])=O)=[CH:4][N:3]=1, predict the reaction product. The product is: [Cl:1][C:2]1[N:3]=[CH:4][C:5]([NH2:9])=[CH:6][C:7]=1[CH3:8]. (5) Given the reactants [N+:1]([C:4]1[CH:5]=[CH:6][C:7]([O:10][C:11]2[CH:16]=[CH:15][C:14]([CH:17]=[CH:18][C:19]([O:21][CH2:22][CH3:23])=[O:20])=[CH:13][CH:12]=2)=[N:8][CH:9]=1)([O-])=O.[Cl-].[NH4+].C(O)(=O)C, predict the reaction product. The product is: [NH2:1][C:4]1[CH:5]=[CH:6][C:7]([O:10][C:11]2[CH:16]=[CH:15][C:14]([CH:17]=[CH:18][C:19]([O:21][CH2:22][CH3:23])=[O:20])=[CH:13][CH:12]=2)=[N:8][CH:9]=1. (6) Given the reactants [CH:1]1([N:6]2[C:11]3[N:12]=[C:13](S(C)=O)[N:14]=[CH:15][C:10]=3[C:9]([CH3:19])=[CH:8][C:7]2=[O:20])[CH2:5][CH2:4][CH2:3][CH2:2]1.[C:21]([O:25][C:26]([N:28]1[CH2:33][CH2:32][N:31]([C:34]2[CH:35]=[N:36][C:37]([NH2:40])=[CH:38][CH:39]=2)[CH2:30][CH2:29]1)=[O:27])([CH3:24])([CH3:23])[CH3:22], predict the reaction product. The product is: [C:21]([O:25][C:26]([N:28]1[CH2:33][CH2:32][N:31]([C:34]2[CH:35]=[N:36][C:37]([NH:40][C:13]3[N:14]=[CH:15][C:10]4[C:9]([CH3:19])=[CH:8][C:7](=[O:20])[N:6]([CH:1]5[CH2:5][CH2:4][CH2:3][CH2:2]5)[C:11]=4[N:12]=3)=[CH:38][CH:39]=2)[CH2:30][CH2:29]1)=[O:27])([CH3:24])([CH3:22])[CH3:23].